The task is: Regression/Classification. Given a drug SMILES string, predict its absorption, distribution, metabolism, or excretion properties. Task type varies by dataset: regression for continuous measurements (e.g., permeability, clearance, half-life) or binary classification for categorical outcomes (e.g., BBB penetration, CYP inhibition). Dataset: hia_hou.. This data is from Human intestinal absorption (HIA) binary classification data from Hou et al.. (1) The result is 0 (poor absorption). The compound is CC[N+](CC)(CC)CCOc1cccc(OCC[N+](CC)(CC)CC)c1OCC[N+](CC)(CC)CC. (2) The compound is CO[C@@]1(NC(=O)[C@@H](C(=O)O)c2ccc(O)cc2)C(=O)N2C(C(=O)O)=C(CSc3nnnn3C)CO[C@H]21. The result is 0 (poor absorption). (3) The molecule is CC(C)(C)NC[C@@H](O)c1ccc(O)c(C(=O)O)c1. The result is 1 (good absorption).